From a dataset of Catalyst prediction with 721,799 reactions and 888 catalyst types from USPTO. Predict which catalyst facilitates the given reaction. (1) Reactant: [C:1]1([C:7]2[N:8]=[CH:9][NH:10][C:11]=2[C:12]([OH:14])=O)[CH:6]=[CH:5][CH:4]=[CH:3][CH:2]=1.[N:15]1[CH:20]=[CH:19][CH:18]=[C:17]([N:21]2[CH2:26][CH2:25][NH:24][CH2:23][CH2:22]2)[CH:16]=1.Cl.CN(C)CCCN=C=NCC.O.ON1C2C=CC=CC=2N=N1. Product: [N:15]1[CH:20]=[CH:19][CH:18]=[C:17]([N:21]2[CH2:22][CH2:23][N:24]([C:12]([C:11]3[NH:10][CH:9]=[N:8][C:7]=3[C:1]3[CH:2]=[CH:3][CH:4]=[CH:5][CH:6]=3)=[O:14])[CH2:25][CH2:26]2)[CH:16]=1. The catalyst class is: 4. (2) Reactant: C([N-]C(C)C)(C)C.[Li+].CN1C(=O)N(C)CCC1.Cl[CH2:19][CH2:20][CH2:21][C:22]1([C:32]([O:34][CH3:35])=[O:33])[CH2:27][CH2:26][CH2:25][CH:24]([C:28]([O:30][CH3:31])=[O:29])[CH2:23]1. Product: [C:24]12([C:28]([O:30][CH3:31])=[O:29])[CH2:23][C:22]([C:32]([O:34][CH3:35])=[O:33])([CH2:27][CH2:26][CH2:25]1)[CH2:21][CH2:20][CH2:19]2. The catalyst class is: 7. (3) Reactant: [OH:1][N:2]1[C:6](=[O:7])[C:5]2=[CH:8][CH:9]=[CH:10][CH:11]=[C:4]2[C:3]1=[O:12].[N:13]1[CH:18]=[CH:17][CH:16]=[CH:15][CH:14]=1.[Cl:19]C(Cl)C. Product: [Cl:19][C:14]1[CH:15]=[C:16]([O:1][N:2]2[C:3](=[O:12])[C:4]3[C:5](=[CH:8][CH:9]=[CH:10][CH:11]=3)[C:6]2=[O:7])[CH:17]=[CH:18][N:13]=1. The catalyst class is: 302. (4) Reactant: [CH:1]1([CH2:6][CH2:7][CH2:8][NH:9][CH2:10][CH:11](OC)OC)[CH2:5][CH2:4][CH2:3][CH2:2]1.[N+:16]([C:19]1[CH:24]=[CH:23][C:22]([N:25]=[C:26]=[O:27])=[CH:21][CH:20]=1)([O-:18])=[O:17].FC(F)(F)C(O)=O.O. Product: [CH:1]1([CH2:6][CH2:7][CH2:8][N:9]2[CH:10]=[CH:11][N:25]([C:22]3[CH:21]=[CH:20][C:19]([N+:16]([O-:18])=[O:17])=[CH:24][CH:23]=3)[C:26]2=[O:27])[CH2:2][CH2:3][CH2:4][CH2:5]1. The catalyst class is: 2. (5) Reactant: [CH3:1][C:2]([CH3:22])([O:4][C:5]([NH:7][C@H:8]([CH2:13][C:14]1[CH:19]=[C:18]([F:20])[CH:17]=[CH:16][C:15]=1[F:21])[CH2:9][C:10]([OH:12])=O)=[O:6])[CH3:3].CN1CCOCC1.ClC(OCC(C)C)=O.Cl.[Cl:39][C:40]1[C:41]2[CH2:53][CH2:52][NH:51][CH2:50][C:42]=2[N:43]=[C:44]([C:46]([F:49])([F:48])[F:47])[N:45]=1. Product: [CH3:22][C:2]([CH3:1])([O:4][C:5]([NH:7][C@H:8]([CH2:13][C:14]1[CH:19]=[C:18]([F:20])[CH:17]=[CH:16][C:15]=1[F:21])[CH2:9][C:10]([N:51]1[CH2:52][CH2:53][C:41]2[C:40]([Cl:39])=[N:45][C:44]([C:46]([F:49])([F:48])[F:47])=[N:43][C:42]=2[CH2:50]1)=[O:12])=[O:6])[CH3:3]. The catalyst class is: 116. (6) Reactant: [O:1]=[C:2]1[N:8]([CH:9]2[CH2:14][CH2:13][N:12]([C:15]([O:17][C@@H:18]([C:37]([OH:39])=[O:38])[CH2:19][C:20]3[CH:25]=[C:24]([CH3:26])[C:23]([O:27]CC4C=CC=CC=4)=[C:22]([CH2:35][CH3:36])[CH:21]=3)=[O:16])[CH2:11][CH2:10]2)[CH2:7][CH2:6][C:5]2[CH:40]=[CH:41][CH:42]=[CH:43][C:4]=2[NH:3]1.[H][H]. Product: [O:1]=[C:2]1[N:8]([CH:9]2[CH2:10][CH2:11][N:12]([C:15]([O:17][C@@H:18]([C:37]([OH:39])=[O:38])[CH2:19][C:20]3[CH:25]=[C:24]([CH3:26])[C:23]([OH:27])=[C:22]([CH2:35][CH3:36])[CH:21]=3)=[O:16])[CH2:13][CH2:14]2)[CH2:7][CH2:6][C:5]2[CH:40]=[CH:41][CH:42]=[CH:43][C:4]=2[NH:3]1. The catalyst class is: 19. (7) Reactant: Br[CH2:2][CH2:3][C:4]([NH:6][C:7]1[CH:12]=[CH:11][C:10]([Cl:13])=[CH:9][C:8]=1[N+:14]([O-:16])=[O:15])=[O:5].[Cl:17][C:18]1[CH:33]=[CH:32][C:21]([CH2:22][C:23]2([OH:31])[CH2:28][CH2:27][NH:26][CH2:25][C:24]2([CH3:30])[CH3:29])=[CH:20][CH:19]=1.C([O-])([O-])=O.[K+].[K+]. Product: [Cl:17][C:18]1[CH:19]=[CH:20][C:21]([CH2:22][C:23]2([OH:31])[CH2:28][CH2:27][N:26]([CH2:2][CH2:3][C:4]([NH:6][C:7]3[CH:12]=[CH:11][C:10]([Cl:13])=[CH:9][C:8]=3[N+:14]([O-:16])=[O:15])=[O:5])[CH2:25][C:24]2([CH3:29])[CH3:30])=[CH:32][CH:33]=1. The catalyst class is: 18. (8) Reactant: FC(F)(F)C(O)=O.C(OC(=O)[NH:14][C@H:15]([C:17](=[O:39])[N:18]([C@H:25]([CH2:36][O:37][CH3:38])[CH2:26][CH2:27][O:28][CH2:29][C:30]1[CH:35]=[CH:34][CH:33]=[CH:32][CH:31]=1)[CH2:19][CH:20](OC)OC)[CH3:16])(C)(C)C.C([SiH](CC)CC)C.C(N(CC)CC)C. Product: [CH2:29]([O:28][CH2:27][CH2:26][C@H:25]([N:18]1[CH2:19][CH2:20][NH:14][C@@H:15]([CH3:16])[C:17]1=[O:39])[CH2:36][O:37][CH3:38])[C:30]1[CH:31]=[CH:32][CH:33]=[CH:34][CH:35]=1. The catalyst class is: 4.